Dataset: Reaction yield outcomes from USPTO patents with 853,638 reactions. Task: Predict the reaction yield, written as a fraction of the theoretical maximum amount of product (1.0 means a 100% yield; for example, 0.34 means a 34% yield). (1) The reactants are [F:1][C:2]1[C:7]([F:8])=[C:6]([N:9]2[CH2:14][CH2:13][O:12][CH2:11][CH2:10]2)[CH:5]=[CH:4][C:3]=1[N:15]1[CH:20]=[C:19]([O:21][CH3:22])[C:18](=[O:23])[C:17]([C:24](O)=[O:25])=[N:16]1.Cl.[CH3:28][NH:29][O:30][CH3:31].C1C=CC2N(O)N=NC=2C=1.C(N(CC)CC)C.CCN=C=NCCCN(C)C. The catalyst is CN(C=O)C.CCOC(C)=O. The product is [F:1][C:2]1[C:7]([F:8])=[C:6]([N:9]2[CH2:10][CH2:11][O:12][CH2:13][CH2:14]2)[CH:5]=[CH:4][C:3]=1[N:15]1[CH:20]=[C:19]([O:21][CH3:22])[C:18](=[O:23])[C:17]([C:24]([N:29]([O:30][CH3:31])[CH3:28])=[O:25])=[N:16]1. The yield is 0.770. (2) The reactants are OC1[C:9]([O:10][CH2:11]CC)=[CH:8]C(C=O)=CC=1[N+]([O-])=O.[OH:17][C:18]1[CH:19]=[C:20]([CH:23]=[CH:24][C:25]=1[O:26][CH3:27])[CH:21]=[O:22]. No catalyst specified. The product is [CH3:27][O:26][C:25]1[CH:24]=[CH:23][C:20]([CH:21]=[O:22])=[CH:19][C:18]=1[O:17][CH2:8][CH2:9][O:10][CH3:11]. The yield is 0.890.